From a dataset of Peptide-MHC class II binding affinity with 134,281 pairs from IEDB. Regression. Given a peptide amino acid sequence and an MHC pseudo amino acid sequence, predict their binding affinity value. This is MHC class II binding data. The peptide sequence is GQHTLPRCWLIRNGS. The MHC is DRB3_0101 with pseudo-sequence DRB3_0101. The binding affinity (normalized) is 0.169.